Dataset: Catalyst prediction with 721,799 reactions and 888 catalyst types from USPTO. Task: Predict which catalyst facilitates the given reaction. (1) Reactant: [CH3:1][O:2][CH2:3][CH2:4][NH:5][C:6]1[N:11]=[CH:10][C:9]([C:12]2[NH:20][C:19]3[C:18](=[O:21])[N:17]([CH2:22][CH2:23][CH3:24])[C:16](=[O:25])[N:15]([CH2:26][CH2:27][CH3:28])[C:14]=3[CH:13]=2)=[CH:8][CH:7]=1.[F:29][C:30]([F:41])([F:40])[C:31]1[CH:39]=[CH:38][C:34]([C:35](Cl)=[O:36])=[CH:33][N:32]=1. Product: [F:40][C:30]([F:29])([F:41])[C:31]1[N:32]=[CH:33][C:34]([C:35]([N:5]([C:6]2[CH:7]=[CH:8][C:9]([C:12]3[NH:20][C:19]4[C:18](=[O:21])[N:17]([CH2:22][CH2:23][CH3:24])[C:16](=[O:25])[N:15]([CH2:26][CH2:27][CH3:28])[C:14]=4[CH:13]=3)=[CH:10][N:11]=2)[CH2:4][CH2:3][O:2][CH3:1])=[O:36])=[CH:38][CH:39]=1. The catalyst class is: 17. (2) Reactant: [N:1]([O-])=O.[Na+].[NH2:5][C:6]1[CH:15]=[CH:14][C:9]([C:10]([O:12][CH3:13])=[O:11])=[CH:8][C:7]=1[CH3:16].[H+].[B-:18]([F:22])([F:21])([F:20])[F:19]. Product: [F:19][B-:18]([F:22])([F:21])[F:20].[CH3:13][O:12][C:10]([C:9]1[CH:14]=[CH:15][C:6]([N+:5]#[N:1])=[C:7]([CH3:16])[CH:8]=1)=[O:11]. The catalyst class is: 6. (3) Reactant: FC(F)(F)C(O)=O.[O:8]1[C:12]2[CH:13]=[CH:14][CH:15]=[CH:16][C:11]=2[C:10]([NH:17][C:18]([N:20]2[CH2:25][CH2:24][NH:23][CH2:22][CH2:21]2)=[O:19])=[N:9]1.C(N(CC)CC)C.Cl[C:34]([O:36][CH2:37][CH:38]([CH3:40])[CH3:39])=[O:35].O. Product: [O:8]1[C:12]2[CH:13]=[CH:14][CH:15]=[CH:16][C:11]=2[C:10]([NH:17][C:18]([N:20]2[CH2:25][CH2:24][N:23]([C:34]([O:36][CH2:37][CH:38]([CH3:40])[CH3:39])=[O:35])[CH2:22][CH2:21]2)=[O:19])=[N:9]1. The catalyst class is: 7. (4) Reactant: [CH3:1][N:2]([CH2:10][C:11]#[C:12][C:13]1[CH:14]=[N:15][CH:16]=[CH:17][CH:18]=1)C(=O)OC(C)(C)C.C(O)(C(F)(F)F)=O. Product: [CH3:1][NH:2][CH2:10][C:11]#[C:12][C:13]1[CH:14]=[N:15][CH:16]=[CH:17][CH:18]=1. The catalyst class is: 2. (5) Reactant: [F:1][C:2]([F:18])([F:17])[C:3]1[CH:8]=[CH:7][C:6]([C:9]2[N:14]=[N:13][C:12]([CH2:15][OH:16])=[CH:11][CH:10]=2)=[CH:5][CH:4]=1.[CH2:19]([O:21][C:22](=[O:35])[C:23]([O:26][C:27]1[CH:32]=[CH:31][C:30](O)=[CH:29][C:28]=1[CH3:34])([CH3:25])[CH3:24])[CH3:20].C(P(CCCC)CCCC)CCC.CN(C)C(N=NC(N(C)C)=O)=O. Product: [CH2:19]([O:21][C:22](=[O:35])[C:23]([CH3:25])([O:26][C:27]1[CH:32]=[CH:31][C:30]([O:16][CH2:15][C:12]2[N:13]=[N:14][C:9]([C:6]3[CH:5]=[CH:4][C:3]([C:2]([F:1])([F:17])[F:18])=[CH:8][CH:7]=3)=[CH:10][CH:11]=2)=[CH:29][C:28]=1[CH3:34])[CH3:24])[CH3:20]. The catalyst class is: 1. (6) Product: [Cl:18][C:19]1[CH:28]=[CH:27][CH:26]=[C:25]2[C:20]=1[C:21](=[O:33])[NH:22][C:23]([CH2:29][CH2:30][CH2:31][N:6]1[CH2:7][CH2:8][C:3]([OH:2])([C:9]3[CH:14]=[CH:13][CH:12]=[CH:11][CH:10]=3)[CH2:4][CH2:5]1)=[N:24]2. The catalyst class is: 15. Reactant: Cl.[OH:2][C:3]1([C:9]2[CH:14]=[CH:13][CH:12]=[CH:11][CH:10]=2)[CH2:8][CH2:7][NH:6][CH2:5][CH2:4]1.C(#N)C.[Cl:18][C:19]1[C:20]2[C:21](=[O:33])[N:22]3[CH:31](O)[CH2:30][CH2:29][C:23]3=[N:24][C:25]=2[CH:26]=[CH:27][CH:28]=1.C([BH3-])#N.[Na+]. (7) Reactant: [Br:1][C:2]1[CH:20]=[CH:19][C:5]([NH:6][C:7]2[C:12]([C:13]([O:15][CH2:16][CH3:17])=[O:14])=[CH:11][N:10]=[C:9](Cl)C=2)=[C:4]([F:21])[CH:3]=1.COS(OC)(=O)=O.C(N(CC)CC)C.CC(O)=O.[CH3:40][CH2:41][OH:42]. Product: [Br:1][C:2]1[CH:20]=[CH:19][C:5]([NH:6][C:7]2[C:12]([C:13]([O:15][CH2:16][CH3:17])=[O:14])=[CH:11][N:10]([CH3:9])[C:41](=[O:42])[CH:40]=2)=[C:4]([F:21])[CH:3]=1. The catalyst class is: 22. (8) Reactant: [Br:1][C:2]1[CH:3]=[C:4]2[C:9](=[C:10]([CH3:12])[CH:11]=1)[N:8]=[CH:7][C:6]([C:13]([O:15]CC)=[O:14])=[C:5]2[OH:18].[OH-].[Na+]. Product: [Br:1][C:2]1[CH:3]=[C:4]2[C:9](=[C:10]([CH3:12])[CH:11]=1)[N:8]=[CH:7][C:6]([C:13]([OH:15])=[O:14])=[C:5]2[OH:18]. The catalyst class is: 8. (9) Reactant: [C:1](Cl)(=O)[C:2]([Cl:4])=[O:3].C1C=[C:11]([C:13](O)=[O:14])[C:10](O)=[CH:9][CH:8]=1.CN(C=O)C. Product: [C:2]([Cl:4])(=[O:3])[C:1]1[C:13](=[CH:11][CH:10]=[CH:9][CH:8]=1)[OH:14]. The catalyst class is: 7. (10) Reactant: [C:1](=O)([O-])[O-].[K+].[K+].IC.O1CCCC1.[CH3:14][NH:15][C:16]1[CH:21]=[CH:20][C:19]([C:22]2[S:23][C:24]3[CH:30]=[C:29]([O:31][CH2:32][CH2:33][F:34])[CH:28]=[CH:27][C:25]=3[CH:26]=2)=[CH:18][CH:17]=1. Product: [CH3:14][N:15]([C:16]1[CH:17]=[CH:18][C:19]([C:22]2[S:23][C:24]3[CH:30]=[C:29]([O:31][CH2:32][CH2:33][F:34])[CH:28]=[CH:27][C:25]=3[CH:26]=2)=[CH:20][CH:21]=1)[CH3:1]. The catalyst class is: 6.